Dataset: Experimentally validated miRNA-target interactions with 360,000+ pairs, plus equal number of negative samples. Task: Binary Classification. Given a miRNA mature sequence and a target amino acid sequence, predict their likelihood of interaction. (1) The miRNA is hsa-miR-2276-5p with sequence GCCCUCUGUCACCUUGCAGACG. The protein sequence of the target gene is MSHLFDPRLPALAASPMLYLYGPERPGLPLAFAPAAALAASGRAETPQKPPYSYIALIAMAIQDAPEQRVTLNGIYQFIMDRFPFYHDNRQGWQNSIRHNLSLNDCFVKVPREKGRPGKGSYWTLDPRCLDMFENGNYRRRKRKPKPGPGAPEAKRPRAETHQRSAEAQPEAGSGAGGSGPAISRLQAAPAGPSPLLDGPSPPAPLHWPGTASPNEDAGDAAQGAAAVAVGQAARTGDGPGSPLRPASRSSPKSSDKSKSFSIDSILAGKQGQKPPSGDELLGGAKPGPGGRLGASLLAA.... Result: 1 (interaction). (2) The miRNA is hsa-miR-92a-3p with sequence UAUUGCACUUGUCCCGGCCUGU. The protein sequence of the target gene is MLYFSLFWAARPLQRCGQLVRMAIRAQHSNAAQTQTGEANRGWTGQESLSDSDPEMWELLQREKDRQCRGLELIASENFCSRAALEALGSCLNNKYSEGYPGKRYYGGAEVVDEIELLCQRRALEAFDLDPAQWGVNVQPYSGSPANLAVYTALLQPHDRIMGLDLPDGGHLTHGYMSDVKRISATSIFFESMPYKLNPKTGLIDYNQLALTARLFRPRLIIAGTSAYARLIDYARMREVCDEVKAHLLADMAHISGLVAAKVIPSPFKHADIVTTTTHKTLRGARSGLIFYRKGVKAVD.... Result: 1 (interaction). (3) The miRNA is hsa-miR-372-5p with sequence CCUCAAAUGUGGAGCACUAUUCU. The protein sequence of the target gene is MSRAGSWDMDGLRADGGGAGGAPASSSSSSVAAAAASGQCRGFLSAPVFAGTHSGRAAAAAAAAAAAAAAASGFAYPGTSERTGSSSSSSSSAVVAARPEAPPAKECPAPTPAAAAAAPPSAPALGYGYHFGNGYYSCRMSHGVGLQQNALKSSPHASLGGFPVEKYMDVSGLASSSVPANEVPARAKEVSFYQGYTSPYQHVPGYIDMVSTFGSGEPRHEAYISMEGYQSWTLANGWNSQVYCTKDQPQGSHFWKSSFPGDVALNQPDMCVYRRGRKKRVPYTKLQLKELENEYAINKF.... Result: 0 (no interaction). (4) The miRNA is hsa-miR-5588-5p with sequence ACUGGCAUUAGUGGGACUUUU. The protein sequence of the target gene is MRCFFRWTKSFVTAPWSLIFILFTIQYEYGSGKKYGGPCGGRNCSVCQCFPEKGSRGHPGPLGPQGPIGPLGPLGPIGIPGEKGERGDSGSPGPPGEKGDKGPTGVPGFPGVDGVPGHPGPPGPRGKPGVDGYNGSRGDPGYPGERGAPGPGGPPGQPGENGEKGRSVYITGGVKGIQGDRGDPGPPGLPGSRGAQGSPGPMGHAGAPGLAGPIGHPGSPGLKGNPATGLKGQRGEPGEVGQRGPPGPTLLVQPPDLSIYKGEKGVKGMPGMIGPPGPPGRKGAPGVGIKGEKGIPGFPG.... Result: 0 (no interaction). (5) The miRNA is hsa-miR-4758-5p with sequence GUGAGUGGGAGCCGGUGGGGCUG. The protein sequence of the target gene is MNLQLVSWIGLISLICSVFGQTDKNRCLKANAKSCGECIQAGPNCGWCTNTTFLQEGMPTSARCDDLEALKKKGCQPSDIENPRGSQTIKKNKNVTNRSKGMAEKLRPEDITQIQPQQLLLKLRSGEPQKFTLKFKRAEDYPIDLYYLMDLSYSMKDDLENVKSLGTDLMNEMRRITSDFRIGFGSFVEKTVMPYISTTPAKLRNPCTSEQNCTSPFSYKNVLSLTDRGEFFNELVGQQRISGNLDSPEGGFDAIMQVAVCGSLIGWRNVTRLLVFSTDAGFHFAGDGKLGGIVLPNDGQ.... Result: 0 (no interaction). (6) The protein sequence of the target gene is MVTHSKFPAAGMSRPLDTSLRLKTFSSKSEYQLVVNAVRKLQESGFYWSAVTGGEANLLLSAEPAGTFLIRDSSDQRHFFTLSVKTQSGTKNLRIQCEGGSFSLQSDPRSTQPVPRFDCVLKLVHHYMPPPGAPSFPSPPTEPSSEVPEQPSAQPLPGSPPRRAYYIYSGGEKIPLVLSRPLSSNVATLQHLCRKTVNGHLDSYEKVTQLPGPIREFLDQYDAPL. Result: 1 (interaction). The miRNA is hsa-miR-4797-5p with sequence GACAGAGUGCCACUUACUGAA. (7) The miRNA is mmu-miR-134-5p with sequence UGUGACUGGUUGACCAGAGGGG. The protein sequence of the target gene is MWLPPALLLLSLSGCFSIQGPESVRAPEQGSLTVQCHYKQGWETYIKWWCRGVRWDTCKILIETRGSEQGEKSDRVSIKDNQKDRTFTVTMEGLRRDDADVYWCGIERRGPDLGTQVKVIVDPEGAASTTASSPTNSNMAVFIGSHKRNHYMLLVFVKVPILLILVTAILWLKGSQRVPEEPGEQPIYMNFSEPLTKDMAT. Result: 0 (no interaction).